The task is: Predict the reaction yield, written as a fraction of the theoretical maximum amount of product (1.0 means a 100% yield; for example, 0.34 means a 34% yield).. This data is from Reaction yield outcomes from USPTO patents with 853,638 reactions. (1) The reactants are [Cl:1][C:2]1[CH:3]=[CH:4][C:5]([S:9][CH2:10][C:11]2[N:12]=[CH:13][N:14]([CH2:16][CH2:17][CH3:18])[CH:15]=2)=[C:6]([CH:8]=1)[NH2:7].[O:19]1[C:23]2[CH:24]=[CH:25][CH:26]=[CH:27][C:22]=2[CH:21]=[C:20]1[S:28](Cl)(=[O:30])=[O:29]. The catalyst is N1C=CC=CC=1. The product is [Cl:1][C:2]1[CH:3]=[CH:4][C:5]([S:9][CH2:10][C:11]2[N:12]=[CH:13][N:14]([CH2:16][CH2:17][CH3:18])[CH:15]=2)=[C:6]([NH:7][S:28]([C:20]2[O:19][C:23]3[CH:24]=[CH:25][CH:26]=[CH:27][C:22]=3[CH:21]=2)(=[O:29])=[O:30])[CH:8]=1. The yield is 0.480. (2) The reactants are [C:1]([O:5][C:6]([NH:8][CH:9]1[CH:13]([OH:14])[CH2:12][N:11]([C:15]([O:17][CH2:18][C:19]2[CH:24]=[CH:23][CH:22]=[CH:21][CH:20]=2)=[O:16])[CH2:10]1)=[O:7])([CH3:4])([CH3:3])[CH3:2].[H-].[Na+].[CH2:27](Br)[C:28]1[CH:33]=[CH:32][CH:31]=[CH:30][CH:29]=1.C([O-])(O)=O.[Na+]. The catalyst is C1COCC1.ClCCl. The product is [CH2:27]([O:14][CH:13]1[CH:9]([NH:8][C:6]([O:5][C:1]([CH3:4])([CH3:2])[CH3:3])=[O:7])[CH2:10][N:11]([C:15]([O:17][CH2:18][C:19]2[CH:24]=[CH:23][CH:22]=[CH:21][CH:20]=2)=[O:16])[CH2:12]1)[C:28]1[CH:33]=[CH:32][CH:31]=[CH:30][CH:29]=1. The yield is 0.260. (3) The reactants are [F-].[Cs+].Cl[C:4]1[CH:5]=[CH:6][C:7]2[N:13]3[CH2:14][C@H:10]([CH2:11][CH2:12]3)[N:9]([C:15]([NH:17][C:18]3[CH:23]=[N:22][CH:21]=[CH:20][N:19]=3)=[O:16])[C:8]=2[N:24]=1.[CH3:25][C:26]1[S:27][C:28]([Sn](CCCC)(CCCC)CCCC)=[CH:29][N:30]=1.C(P(C(C)(C)C)C(C)(C)C)(C)(C)C. The catalyst is O1CCOCC1.C([O-])(=O)C.[Pd+2].C([O-])(=O)C.[Cu]I. The product is [CH3:25][C:26]1[S:27][C:28]([C:4]2[CH:5]=[CH:6][C:7]3[N:13]4[CH2:14][C@H:10]([CH2:11][CH2:12]4)[N:9]([C:15]([NH:17][C:18]4[CH:23]=[N:22][CH:21]=[CH:20][N:19]=4)=[O:16])[C:8]=3[N:24]=2)=[CH:29][N:30]=1. The yield is 0.238. (4) The reactants are [Cl:1][C:2]1[C:13]2[C:14]3[N:6]([NH:7][CH2:8][C:9]=3[C@H:10]([CH:16]3[CH:21]4[CH2:22][CH2:23][N:18]([CH2:19][CH2:20]4)[CH2:17]3)[C:11](=[O:15])[CH:12]=2)[CH:5]=[CH:4][N:3]=1. The catalyst is Cl.CO. The product is [ClH:1].[Cl:1][C:2]1[C:13]2[C:14]3[N:6]([NH:7][CH2:8][C:9]=3[C@H:10]([CH:16]3[CH:21]4[CH2:22][CH2:23][N:18]([CH2:19][CH2:20]4)[CH2:17]3)[C:11](=[O:15])[CH:12]=2)[CH:5]=[CH:4][N:3]=1. The yield is 0.310. (5) The reactants are [Cl:1][C:2]1[C:10]([C:11]2([C:14]#[N:15])[CH2:13][CH2:12]2)=[CH:9][CH:8]=[CH:7][C:3]=1[C:4]([OH:6])=O.C(Cl)(=O)C(Cl)=O.CN(C)C=O.[NH2:27][C:28]1[CH:29]=[C:30]([CH:49]=[CH:50][C:51]=1[F:52])[O:31][C:32]1[CH:46]=[CH:45][C:35]2[N:36]=[C:37]([NH:39][C:40]([CH:42]3[CH2:44][CH2:43]3)=[O:41])[S:38][C:34]=2[C:33]=1[C:47]#[N:48]. The catalyst is O1CCCC1.C(OCC)(=O)C. The product is [Cl:1][C:2]1[C:10]([C:11]2([C:14]#[N:15])[CH2:13][CH2:12]2)=[CH:9][CH:8]=[CH:7][C:3]=1[C:4]([NH:27][C:28]1[CH:29]=[C:30]([O:31][C:32]2[CH:46]=[CH:45][C:35]3[N:36]=[C:37]([NH:39][C:40]([CH:42]4[CH2:44][CH2:43]4)=[O:41])[S:38][C:34]=3[C:33]=2[C:47]#[N:48])[CH:49]=[CH:50][C:51]=1[F:52])=[O:6]. The yield is 0.590. (6) The reactants are [NH3:1].[C:2]1([CH3:27])[CH:7]=[CH:6][C:5]([C:8](=[O:26])/[CH:9]=[C:10](/[C:12]2[CH:17]=[CH:16][C:15]([O:18][CH2:19][CH2:20][CH2:21][C:22]([F:25])([F:24])[F:23])=[CH:14][CH:13]=2)\[CH3:11])=[CH:4][CH:3]=1. The catalyst is CCO.CS(C)=O.CCOC(C)=O. The product is [NH2:1][C:10]([C:12]1[CH:17]=[CH:16][C:15]([O:18][CH2:19][CH2:20][CH2:21][C:22]([F:24])([F:25])[F:23])=[CH:14][CH:13]=1)([CH3:11])[CH2:9][C:8]([C:5]1[CH:6]=[CH:7][C:2]([CH3:27])=[CH:3][CH:4]=1)=[O:26]. The yield is 0.200. (7) The reactants are I[C:2]1[CH:23]=[CH:22][C:5]([C:6]([NH:8][S:9]([C:12]2[CH:17]=[CH:16][CH:15]=[CH:14][C:13]=2[S:18](=[O:21])(=[O:20])[NH2:19])(=[O:11])=[O:10])=[O:7])=[CH:4][CH:3]=1.[C:24]1([C:30]#[CH:31])[CH:29]=[CH:28][CH:27]=[CH:26][CH:25]=1.C(N(CC)CC)C.C(OCC)(=O)C. The catalyst is CN(C)C=O.[Cu]I.C1C=CC([P]([Pd]([P](C2C=CC=CC=2)(C2C=CC=CC=2)C2C=CC=CC=2)([P](C2C=CC=CC=2)(C2C=CC=CC=2)C2C=CC=CC=2)[P](C2C=CC=CC=2)(C2C=CC=CC=2)C2C=CC=CC=2)(C2C=CC=CC=2)C2C=CC=CC=2)=CC=1.O. The product is [C:24]1([C:30]#[C:31][C:2]2[CH:23]=[CH:22][C:5]([C:6]([NH:8][S:9]([C:12]3[CH:17]=[CH:16][CH:15]=[CH:14][C:13]=3[S:18](=[O:21])(=[O:20])[NH2:19])(=[O:11])=[O:10])=[O:7])=[CH:4][CH:3]=2)[CH:29]=[CH:28][CH:27]=[CH:26][CH:25]=1. The yield is 0.310. (8) The reactants are [OH:1][B:2]1[C:6]2[CH:7]=[CH:8][C:9]([CH:11]=[N:12][OH:13])=[CH:10][C:5]=2[C:4]([CH3:15])([CH3:14])[O:3]1.C1C(=O)N([Cl:23])C(=O)C1. The catalyst is CN(C=O)C. The product is [OH:13]/[N:12]=[C:11](\[Cl:23])/[C:9]1[CH:8]=[CH:7][C:6]2[B:2]([OH:1])[O:3][C:4]([CH3:15])([CH3:14])[C:5]=2[CH:10]=1. The yield is 1.00. (9) The reactants are [OH:1][C:2]1[CH:11]=[CH:10][C:5]([C:6]([O:8][CH3:9])=[O:7])=[CH:4][C:3]=1I.[CH2:13]([OH:18])[CH2:14][CH2:15][C:16]#[CH:17]. The catalyst is N1C=CC=CC=1.CCOC(C)=O.[Cu-]=O. The product is [OH:18][CH2:13][CH2:14][CH2:15][C:16]1[O:1][C:2]2[CH:11]=[CH:10][C:5]([C:6]([O:8][CH3:9])=[O:7])=[CH:4][C:3]=2[CH:17]=1. The yield is 0.490.